This data is from Reaction yield outcomes from USPTO patents with 853,638 reactions. The task is: Predict the reaction yield, written as a fraction of the theoretical maximum amount of product (1.0 means a 100% yield; for example, 0.34 means a 34% yield). (1) The reactants are [Cl:1][C:2]1[N:6]([C:7]2[CH:12]=[CH:11][C:10]([C:13]3[CH:18]=[CH:17][CH:16]=[C:15]([O:19][CH3:20])[C:14]=3[OH:21])=[CH:9][CH:8]=2)[C:5]([C:22](OCC)=[O:23])=[C:4]([NH:27][C:28]([NH:30][C:31]2[CH:36]=[CH:35][C:34]([CH3:37])=[C:33]([C:38]([O:40]C)=[O:39])[CH:32]=2)=[O:29])[CH:3]=1.[OH-].[Na+]. The catalyst is C(O)C. The product is [Cl:1][C:2]1[N:6]([C:7]2[CH:8]=[CH:9][C:10]([C:13]3[CH:18]=[CH:17][CH:16]=[C:15]([O:19][CH3:20])[C:14]=3[OH:21])=[CH:11][CH:12]=2)[C:5]2[C:22](=[O:23])[N:30]([C:31]3[CH:36]=[CH:35][C:34]([CH3:37])=[C:33]([CH:32]=3)[C:38]([OH:40])=[O:39])[C:28](=[O:29])[NH:27][C:4]=2[CH:3]=1. The yield is 0.446. (2) The reactants are [F:1][C:2]1[C:3]([NH:18][C@@H:19]2[CH2:24][CH2:23][CH2:22][N:21]([C:25](=[O:28])[CH:26]=[CH2:27])[CH2:20]2)=[N:4][C:5]([NH:8][C:9]2[CH:10]=[C:11]3[C:15](=[CH:16][CH:17]=2)[CH2:14][NH:13][CH2:12]3)=[N:6][CH:7]=1.CCN(C(C)C)C(C)C.[CH3:38][C:39]([CH:42]=O)([CH3:41])[CH3:40].C(O[BH-](OC(=O)C)OC(=O)C)(=O)C.[Na+]. The catalyst is C(Cl)Cl. The product is [F:1][C:2]1[C:3]([NH:18][C@@H:19]2[CH2:24][CH2:23][CH2:22][N:21]([C:25](=[O:28])[CH:26]=[CH2:27])[CH2:20]2)=[N:4][C:5]([NH:8][C:9]2[CH:10]=[C:11]3[C:15](=[CH:16][CH:17]=2)[CH2:14][N:13]([CH2:38][C:39]([CH3:42])([CH3:41])[CH3:40])[CH2:12]3)=[N:6][CH:7]=1. The yield is 0.220. (3) The reactants are [Br:1][C:2]1[CH:28]=[N:27][C:5]2=[N:6][C:7]([N:14]3[CH2:17][CH:16]([N:18]([CH3:26])[C:19](=[O:25])[O:20][C:21]([CH3:24])([CH3:23])[CH3:22])[CH2:15]3)=[C:8]([NH:10][CH2:11][CH2:12]O)[N:9]=[C:4]2[CH:3]=1.CS(Cl)(=O)=O. The catalyst is C(Cl)Cl. The product is [Br:1][C:2]1[CH:28]=[N:27][C:5]2[N:6]=[C:7]([N:14]3[CH2:15][CH:16]([N:18]([CH3:26])[C:19](=[O:25])[O:20][C:21]([CH3:23])([CH3:24])[CH3:22])[CH2:17]3)[C:8]3[N:9]([CH2:12][CH2:11][N:10]=3)[C:4]=2[CH:3]=1. The yield is 0.940. (4) The reactants are [F:1][C:2]1[N:12]=[CH:11][C:5]2[NH:6][C:7](=O)[N:8]=[CH:9][C:4]=2[CH:3]=1.S(Cl)(Cl)=O.[Cl:17][C:18]1[CH:19]=[C:20]([CH:22]=[CH:23][C:24]=1[Cl:25])[NH2:21]. The catalyst is CN(C=O)C.CC(N(C)C)=O. The product is [Cl:17][C:18]1[CH:19]=[C:20]([NH:21][C:9]2[C:4]3[CH:3]=[C:2]([F:1])[N:12]=[CH:11][C:5]=3[N:6]=[CH:7][N:8]=2)[CH:22]=[CH:23][C:24]=1[Cl:25]. The yield is 1.00. (5) The reactants are [OH:1][CH:2]([O:20][C:21]1[CH:22]=[C:23]([N+:65]([O-:67])=[O:66])[CH:24]=[C:25]([O:46][CH2:47][CH2:48][CH2:49][CH2:50][CH2:51][CH2:52][CH2:53][CH2:54][CH2:55][CH2:56][CH2:57][CH2:58][CH2:59][CH2:60][CH2:61][CH2:62][CH2:63][CH3:64])[C:26]=1[O:27][CH2:28][CH2:29][CH2:30][CH2:31][CH2:32][CH2:33][CH2:34][CH2:35][CH2:36][CH2:37][CH2:38][CH2:39][CH2:40][CH2:41][CH2:42][CH2:43][CH2:44][CH3:45])[CH2:3][CH2:4][CH2:5][CH2:6][CH2:7][CH2:8][CH2:9][CH2:10][CH2:11][CH2:12][CH2:13][CH2:14][CH2:15][CH2:16][CH2:17][CH2:18][CH3:19].[C:68](Cl)([CH:70]=[CH2:71])=[O:69]. The catalyst is N1C=CC=CC=1. The product is [C:68]([O:1][CH:2]([O:20][C:21]1[CH:22]=[C:23]([N+:65]([O-:67])=[O:66])[CH:24]=[C:25]([O:46][CH2:47][CH2:48][CH2:49][CH2:50][CH2:51][CH2:52][CH2:53][CH2:54][CH2:55][CH2:56][CH2:57][CH2:58][CH2:59][CH2:60][CH2:61][CH2:62][CH2:63][CH3:64])[C:26]=1[O:27][CH2:28][CH2:29][CH2:30][CH2:31][CH2:32][CH2:33][CH2:34][CH2:35][CH2:36][CH2:37][CH2:38][CH2:39][CH2:40][CH2:41][CH2:42][CH2:43][CH2:44][CH3:45])[CH2:3][CH2:4][CH2:5][CH2:6][CH2:7][CH2:8][CH2:9][CH2:10][CH2:11][CH2:12][CH2:13][CH2:14][CH2:15][CH2:16][CH2:17][CH2:18][CH3:19])(=[O:69])[CH:70]=[CH2:71]. The yield is 0.920.